Task: Regression. Given a peptide amino acid sequence and an MHC pseudo amino acid sequence, predict their binding affinity value. This is MHC class I binding data.. Dataset: Peptide-MHC class I binding affinity with 185,985 pairs from IEDB/IMGT The peptide sequence is LSLSNLDFR. The MHC is HLA-A11:01 with pseudo-sequence HLA-A11:01. The binding affinity (normalized) is 0.459.